This data is from Reaction yield outcomes from USPTO patents with 853,638 reactions. The task is: Predict the reaction yield, written as a fraction of the theoretical maximum amount of product (1.0 means a 100% yield; for example, 0.34 means a 34% yield). (1) The reactants are [CH3:1][N:2]1[C:7]2[CH:8]=[CH:9][CH:10]=[CH:11][C:6]=2[C:5](=[O:12])[O:4][C:3]1=O.[NH2:14][CH2:15]C(O)=O.O.C(N(CC)CC)C. The catalyst is COCCOC.C(O)(=O)C.CCOCC. The product is [CH3:1][N:2]1[C:7]2[CH:8]=[CH:9][CH:10]=[CH:11][C:6]=2[C:5](=[O:12])[NH:14][CH2:15][C:3]1=[O:4]. The yield is 0.670. (2) The reactants are [Br:1][C:2]1[CH:3]=[CH:4][C:5]2[N:6]([CH2:16][CH:17]3[O:21][C:20](=[O:22])[NH:19][CH2:18]3)[C:7]3[C:12]([C:13]=2[CH:14]=1)=[CH:11][C:10]([Br:15])=[CH:9][CH:8]=3.I[C:24]1[CH:29]=[CH:28][CH:27]=[CH:26][N:25]=1.C([O-])([O-])=O.[K+].[K+].C(Cl)Cl.CCOC(C)=O. The catalyst is CS(C)=O.CCOC(C)=O.[Cu]I. The product is [Br:15][C:10]1[CH:9]=[CH:8][C:7]2[N:6]([CH2:16][CH:17]3[O:21][C:20](=[O:22])[N:19]([C:24]4[CH:29]=[CH:28][CH:27]=[CH:26][N:25]=4)[CH2:18]3)[C:5]3[C:13]([C:12]=2[CH:11]=1)=[CH:14][C:2]([Br:1])=[CH:3][CH:4]=3. The yield is 0.794. (3) The reactants are CCN(C(C)C)C(C)C.[C:10]1([C:23]2[CH:28]=[CH:27][CH:26]=[CH:25][CH:24]=2)[CH:15]=[CH:14][C:13]([NH:16][C:17](=[O:22])[CH2:18][C:19]([OH:21])=O)=[CH:12][CH:11]=1.CCN=C=NCCCN(C)C.C1C=CC2N(O)N=NC=2C=1.Cl.[Br:51][C:52]1[CH:57]=[CH:56][CH:55]=[CH:54][C:53]=1[C:58]([N:60]1[CH2:66][CH2:65][CH2:64][NH:63][CH2:62][CH2:61]1)=[O:59]. The product is [C:10]1([C:23]2[CH:28]=[CH:27][CH:26]=[CH:25][CH:24]=2)[CH:11]=[CH:12][C:13]([NH:16][C:17](=[O:22])[CH2:18][C:19]([N:63]2[CH2:64][CH2:65][CH2:66][N:60]([C:58](=[O:59])[C:53]3[CH:54]=[CH:55][CH:56]=[CH:57][C:52]=3[Br:51])[CH2:61][CH2:62]2)=[O:21])=[CH:14][CH:15]=1. The yield is 0.542. The catalyst is CN(C=O)C.O. (4) The reactants are [Br:1][C:2]1[S:6](=[O:8])(=[O:7])[C:5]2[CH:9]=[C:10]([O:13][CH3:14])[CH:11]=[CH:12][C:4]=2[C:3]=1Br.[Br:16][C:17]1[CH:22]=[CH:21][C:20]([OH:23])=[CH:19][CH:18]=1.C([O-])([O-])=O.[Cs+].[Cs+]. The catalyst is C1COCC1. The product is [Br:1][C:2]1[S:6](=[O:8])(=[O:7])[C:5]2[CH:9]=[C:10]([O:13][CH3:14])[CH:11]=[CH:12][C:4]=2[C:3]=1[O:23][C:20]1[CH:21]=[CH:22][C:17]([Br:16])=[CH:18][CH:19]=1. The yield is 0.980.